This data is from Forward reaction prediction with 1.9M reactions from USPTO patents (1976-2016). The task is: Predict the product of the given reaction. (1) Given the reactants [CH3:1][O:2][C:3]1[CH:8]=[CH:7][CH:6]=[C:5]([O:9][CH2:10][CH:11]2[CH2:13][O:12]2)[C:4]=1[NH:14]C(=O)C.[H-].[Na+], predict the reaction product. The product is: [CH3:1][O:2][C:3]1[C:4]2[NH:14][CH:11]([CH2:13][OH:12])[CH2:10][O:9][C:5]=2[CH:6]=[CH:7][CH:8]=1. (2) Given the reactants [Br:1][C:2]1[C:3]([CH3:21])=[C:4]([N:8]2[C:17](=[O:18])[C:16]3[C:11](=[CH:12][CH:13]=[C:14]([F:19])[CH:15]=3)[NH:10][C:9]2=[O:20])[CH:5]=[CH:6][CH:7]=1.IC.[C:24]([O-])([O-])=O.[Cs+].[Cs+], predict the reaction product. The product is: [Br:1][C:2]1[C:3]([CH3:21])=[C:4]([N:8]2[C:17](=[O:18])[C:16]3[C:11](=[CH:12][CH:13]=[C:14]([F:19])[CH:15]=3)[N:10]([CH3:24])[C:9]2=[O:20])[CH:5]=[CH:6][CH:7]=1. (3) Given the reactants [CH2:1]([O:8][CH2:9]/[CH:10]=[CH:11]/[C:12]1[CH:17]=[CH:16][CH:15]=[CH:14][C:13]=1[Cl:18])[C:2]1[CH:7]=[CH:6][CH:5]=[CH:4][CH:3]=1.C([O-])([O-])=[O:20].[K+].[K+].CC(O)=O.OOS([O-])=O.[K+].C([O-])([O-])=O.[K+].[K+], predict the reaction product. The product is: [CH2:1]([O:8][CH2:9][C@@H:10]1[C@@H:11]([C:12]2[CH:17]=[CH:16][CH:15]=[CH:14][C:13]=2[Cl:18])[O:20]1)[C:2]1[CH:3]=[CH:4][CH:5]=[CH:6][CH:7]=1. (4) The product is: [CH3:12][C:4]1[CH:3]=[C:2]([N:1]2[CH:13]=[N:25][N:24]=[N:23]2)[CH:7]=[CH:6][C:5]=1[CH2:8][C:9]([OH:11])=[O:10]. Given the reactants [NH2:1][C:2]1[CH:7]=[CH:6][C:5]([CH2:8][C:9]([OH:11])=[O:10])=[C:4]([CH3:12])[CH:3]=1.[CH:13](OCC)(OCC)OCC.[N-:23]=[N+:24]=[N-:25].[Na+], predict the reaction product. (5) Given the reactants CN.[C:3]([O:7][C:8](=[O:23])[NH:9][CH2:10][CH:11]1[CH2:15][CH2:14][N:13](CC2C=CC=CC=2)[CH2:12]1)([CH3:6])([CH3:5])[CH3:4].OCC1(OC[C@@H](O)[C@@H](O)[C@H]1O)O, predict the reaction product. The product is: [C:3]([O:7][C:8](=[O:23])[NH2:9])([CH3:6])([CH3:5])[CH3:4].[CH3:8][NH:9][CH2:10][CH:11]1[CH2:15][CH2:14][NH:13][CH2:12]1. (6) The product is: [C:1]12([N:6]3[C:29]4[C:28](=[O:36])[CH2:27][C:11]5([CH2:12][CH2:13][N:14]([C:17]([O:19][CH2:20][C:21]6[CH:26]=[CH:25][CH:24]=[CH:23][CH:22]=6)=[O:18])[CH2:15][CH2:16]5)[CH2:10][C:9]=4[CH:8]=[N:7]3)[CH2:4][CH:3]([CH2:2]1)[CH2:5]2. Given the reactants [C:1]12([N:6]3[C:29]4[CH:28]=[CH:27][C:11]5([CH2:16][CH2:15][N:14]([C:17]([O:19][CH2:20][C:21]6[CH:26]=[CH:25][CH:24]=[CH:23][CH:22]=6)=[O:18])[CH2:13][CH2:12]5)[CH2:10][C:9]=4[CH:8]=[N:7]3)[CH2:5][CH:3]([CH2:4]1)[CH2:2]2.BrN1C(=[O:36])CCC1=O.C[N+]1([O-])CCOCC1.[Cl-].[NH4+], predict the reaction product. (7) Given the reactants [CH2:1]([O:3][C:4]1[CH2:9][CH2:8][CH2:7][C:6](=[O:10])[CH:5]=1)[CH3:2].C1COCC1.C([N-]C(C)C)(C)C.[Li+].I[CH2:25][CH2:26][CH:27]([CH3:29])[CH3:28], predict the reaction product. The product is: [CH2:1]([O:3][C:4]1[CH2:9][CH2:8][CH:7]([CH2:25][CH2:26][CH:27]([CH3:29])[CH3:28])[C:6](=[O:10])[CH:5]=1)[CH3:2].